From a dataset of Forward reaction prediction with 1.9M reactions from USPTO patents (1976-2016). Predict the product of the given reaction. Given the reactants [OH-].[Na+].O.[CH2:4]([C:6]1[NH:7][CH:8]=[CH:9][CH:10]=1)[CH3:5].[Br:11][C:12]1[CH:17]=[CH:16][CH:15]=[CH:14][C:13]=1[C:18]1[CH:23]=[CH:22][C:21]([CH2:24]OS(C)(=O)=O)=[CH:20][CH:19]=1, predict the reaction product. The product is: [Br:11][C:12]1[CH:17]=[CH:16][CH:15]=[CH:14][C:13]=1[C:18]1[CH:19]=[CH:20][C:21]([CH2:24][N:7]2[CH:8]=[CH:9][CH:10]=[C:6]2[CH2:4][CH3:5])=[CH:22][CH:23]=1.